This data is from Catalyst prediction with 721,799 reactions and 888 catalyst types from USPTO. The task is: Predict which catalyst facilitates the given reaction. (1) Reactant: C1(P(C2CCCCC2)C2C=CC=CC=2C2C(C(C)C)=CC(C(C)C)=CC=2C(C)C)CCCCC1.Br[C:36]1[N:40]=[C:39]([N:41]2[CH2:46][CH2:45][O:44][CH2:43][CH2:42]2)[S:38][N:37]=1.[F:47][C:48]1[CH:57]=[C:56]2[C:51]([C:52]([NH2:65])=[C:53]([CH3:64])[C:54]([C:58]3[CH:63]=[CH:62][CH:61]=[CH:60][N:59]=3)=[N:55]2)=[CH:50][CH:49]=1.CC(C)([O-])C.[Na+]. Product: [F:47][C:48]1[CH:57]=[C:56]2[C:51]([C:52]([NH:65][C:36]3[N:40]=[C:39]([N:41]4[CH2:46][CH2:45][O:44][CH2:43][CH2:42]4)[S:38][N:37]=3)=[C:53]([CH3:64])[C:54]([C:58]3[CH:63]=[CH:62][CH:61]=[CH:60][N:59]=3)=[N:55]2)=[CH:50][CH:49]=1. The catalyst class is: 101. (2) Reactant: [O:1]([CH2:8][CH2:9][OH:10])[C:2]1[CH:7]=[CH:6][CH:5]=[CH:4][CH:3]=1.CC(C)([O-])C.[K+].[CH3:17][CH:18]([CH3:40])[C@@H:19](OS(C)(=O)=O)[C:20]([NH:22][C@H:23]([C:25]1[CH:34]=[CH:33][C:28]([C:29]([O:31][CH3:32])=[O:30])=[CH:27][CH:26]=1)[CH3:24])=[O:21].O. Product: [CH3:17][CH:18]([CH3:40])[C@@H:19]([O:10][CH2:9][CH2:8][O:1][C:2]1[CH:7]=[CH:6][CH:5]=[CH:4][CH:3]=1)[C:20]([NH:22][C@H:23]([C:25]1[CH:26]=[CH:27][C:28]([C:29]([O:31][CH3:32])=[O:30])=[CH:33][CH:34]=1)[CH3:24])=[O:21]. The catalyst class is: 1. (3) Reactant: C(OC([N:8]1[CH2:13][CH2:12][CH:11]([N:14]2[CH2:18][CH2:17][C@@H:16]([CH2:19][C:20]3[C:25]([Cl:26])=[CH:24][C:23]([C:27]4[CH:32]=[CH:31][C:30]([F:33])=[CH:29][CH:28]=4)=[CH:22][C:21]=3[Cl:34])[C:15]2=[O:35])[CH2:10][CH2:9]1)=O)(C)(C)C.[F:36][C:37]([F:42])([F:41])[C:38]([OH:40])=[O:39]. Product: [F:36][C:37]([F:42])([F:41])[C:38]([OH:40])=[O:39].[Cl:34][C:21]1[CH:22]=[C:23]([C:27]2[CH:28]=[CH:29][C:30]([F:33])=[CH:31][CH:32]=2)[CH:24]=[C:25]([Cl:26])[C:20]=1[CH2:19][C@@H:16]1[CH2:17][CH2:18][N:14]([CH:11]2[CH2:12][CH2:13][NH:8][CH2:9][CH2:10]2)[C:15]1=[O:35]. The catalyst class is: 2. (4) Reactant: [F:1][C:2]1[CH:7]=[C:6]([F:8])[CH:5]=[CH:4][C:3]=1[NH:9][C:10](=[O:34])[N:11]([CH2:19][CH2:20][C:21]1[CH:22]=[C:23]([S:27][C:28]([CH3:33])([CH3:32])[C:29]([OH:31])=[O:30])[CH:24]=[CH:25][CH:26]=1)[CH2:12][CH2:13][CH2:14][CH2:15][CH2:16][CH2:17][CH3:18].ClC1C=CC=C(C(OO)=[O:43])C=1. Product: [F:1][C:2]1[CH:7]=[C:6]([F:8])[CH:5]=[CH:4][C:3]=1[NH:9][C:10](=[O:34])[N:11]([CH2:19][CH2:20][C:21]1[CH:22]=[C:23]([S:27]([C:28]([CH3:33])([CH3:32])[C:29]([OH:31])=[O:30])=[O:43])[CH:24]=[CH:25][CH:26]=1)[CH2:12][CH2:13][CH2:14][CH2:15][CH2:16][CH2:17][CH3:18]. The catalyst class is: 4. (5) Reactant: [I:1][C:2]1[CH:7]=[CH:6][C:5]([OH:8])=[CH:4][CH:3]=1.Br[CH2:10][CH2:11][O:12][CH2:13][CH2:14][CH2:15][CH3:16].CN(C=O)C.C([O-])([O-])=O.[Cs+].[Cs+]. The catalyst class is: 25. Product: [CH2:13]([O:12][CH2:11][CH2:10][O:8][C:5]1[CH:6]=[CH:7][C:2]([I:1])=[CH:3][CH:4]=1)[CH2:14][CH2:15][CH3:16]. (6) Reactant: [Br:1][C:2]1[C:6]2[S:7][C:8]([C:27]([O:29]CC)=[O:28])=[C:9]([CH:10]([CH2:20][CH2:21][CH2:22][CH2:23][CH2:24][CH2:25][CH3:26])[CH2:11][CH2:12][CH2:13][CH2:14][CH2:15][CH2:16][CH2:17][CH2:18][CH3:19])[C:5]=2[S:4][CH:3]=1.[OH-].[Na+]. Product: [Br:1][C:2]1[C:6]2[S:7][C:8]([C:27]([OH:29])=[O:28])=[C:9]([CH:10]([CH2:20][CH2:21][CH2:22][CH2:23][CH2:24][CH2:25][CH3:26])[CH2:11][CH2:12][CH2:13][CH2:14][CH2:15][CH2:16][CH2:17][CH2:18][CH3:19])[C:5]=2[S:4][CH:3]=1. The catalyst class is: 40. (7) Reactant: [NH:1]1[CH2:6][CH2:5][CH2:4][CH2:3][CH:2]1[CH2:7][CH2:8][OH:9].[CH3:10][C:11]([O:14][C:15](O[C:15]([O:14][C:11]([CH3:13])([CH3:12])[CH3:10])=[O:16])=[O:16])([CH3:13])[CH3:12]. Product: [C:11]([O:14][C:15]([N:1]1[CH2:6][CH2:5][CH2:4][CH2:3][CH:2]1[CH2:7][CH2:8][OH:9])=[O:16])([CH3:13])([CH3:12])[CH3:10]. The catalyst class is: 2. (8) Reactant: [OH:1][C:2]1[CH:7]=[CH:6][C:5]([C:8]2[C:9]([CH2:21][O:22][C:23]([C:25]3[S:26][C:27]([CH3:30])=[CH:28][CH:29]=3)=[O:24])=[C:10]3[C:15](=[CH:16][CH:17]=2)[NH:14][C:13]([CH3:19])([CH3:18])[CH:12]=[C:11]3[CH3:20])=[C:4]([O:31][CH3:32])[CH:3]=1.[CH3:33][C:34]1[CH:42]=[CH:41][C:37]([C:38](O)=[O:39])=[CH:36][N:35]=1.C(N(CC)C(C)C)(C)C.C(OCC)(=O)C. Product: [CH3:32][O:31][C:4]1[CH:3]=[C:2]([O:1][C:38]([C:37]2[CH:36]=[N:35][C:34]([CH3:33])=[CH:42][CH:41]=2)=[O:39])[CH:7]=[CH:6][C:5]=1[C:8]1[C:9]([CH2:21][O:22][C:23]([C:25]2[S:26][C:27]([CH3:30])=[CH:28][CH:29]=2)=[O:24])=[C:10]2[C:15](=[CH:16][CH:17]=1)[NH:14][C:13]([CH3:18])([CH3:19])[CH:12]=[C:11]2[CH3:20]. The catalyst class is: 9. (9) Reactant: [NH2:1][C:2]1[CH:3]=[C:4]([C:8]2[CH:16]=[C:15]3[C:11]([C:12]([C:17]([O:19][CH2:20][CH3:21])=[O:18])=[N:13][NH:14]3)=[CH:10][CH:9]=2)[CH:5]=[CH:6][CH:7]=1.[F:22][C:23]([F:35])([F:34])[C:24]1[CH:25]=[C:26]([S:30](Cl)(=[O:32])=[O:31])[CH:27]=[CH:28][CH:29]=1. Product: [F:35][C:23]([F:22])([F:34])[C:24]1[CH:25]=[C:26]([S:30]([NH:1][C:2]2[CH:3]=[C:4]([C:8]3[CH:16]=[C:15]4[C:11]([C:12]([C:17]([O:19][CH2:20][CH3:21])=[O:18])=[N:13][NH:14]4)=[CH:10][CH:9]=3)[CH:5]=[CH:6][CH:7]=2)(=[O:31])=[O:32])[CH:27]=[CH:28][CH:29]=1. The catalyst class is: 17. (10) Reactant: [F:1][C:2]1[CH:3]=[C:4]([CH:7]=[C:8]([F:11])[C:9]=1F)[C:5]#[N:6].[CH2:12]([OH:19])[C:13]1[CH:18]=[CH:17][CH:16]=[CH:15][CH:14]=1.[H-].[Na+].Cl. Product: [CH2:12]([O:19][C:9]1[C:8]([F:11])=[CH:7][C:4]([C:5]#[N:6])=[CH:3][C:2]=1[F:1])[C:13]1[CH:18]=[CH:17][CH:16]=[CH:15][CH:14]=1. The catalyst class is: 3.